This data is from Forward reaction prediction with 1.9M reactions from USPTO patents (1976-2016). The task is: Predict the product of the given reaction. (1) Given the reactants [CH:1]1([C:4]2[N:5]=[CH:6][C:7]([O:10][C@H:11]3[CH2:19][N:14]4[CH2:15][CH2:16][NH:17][CH2:18][C@@H:13]4[CH2:12]3)=[N:8][CH:9]=2)[CH2:3][CH2:2]1.Br[C:21]1[CH:26]=[CH:25][C:24]([CH2:27][C:28]([OH:30])=O)=[CH:23][C:22]=1[C:31]([F:34])([F:33])[F:32].[CH2:35]([N:37]=C=NCCCN(C)C)C.O.OC1C2N=NNC=2C=CC=1.C(N(C(C)C)CC)(C)C.[Cu]C#N, predict the reaction product. The product is: [CH:1]1([C:4]2[N:5]=[CH:6][C:7]([O:10][C@H:11]3[CH2:19][N:14]4[CH2:15][CH2:16][N:17]([C:28](=[O:30])[CH2:27][C:24]5[CH:25]=[CH:26][C:21]([C:35]#[N:37])=[C:22]([C:31]([F:34])([F:33])[F:32])[CH:23]=5)[CH2:18][C@@H:13]4[CH2:12]3)=[N:8][CH:9]=2)[CH2:3][CH2:2]1. (2) Given the reactants ClC(Cl)C(O)=O.N[C:8]1[N:9]([C:28]2[C:33]([CH3:34])=[CH:32][C:31]([CH:35]3[CH2:37][CH2:36]3)=[CH:30][C:29]=2[Cl:38])[C:10]([S:13][CH2:14][C:15]([NH:17][C:18]2[CH:26]=[CH:25][C:21]([C:22]([OH:24])=[O:23])=[CH:20][C:19]=2[Cl:27])=[O:16])=[N:11][N:12]=1.N([O-])=O.[Na+].ClCCl.[Br:46]CBr, predict the reaction product. The product is: [Br:46][C:8]1[N:9]([C:28]2[C:33]([CH3:34])=[CH:32][C:31]([CH:35]3[CH2:37][CH2:36]3)=[CH:30][C:29]=2[Cl:38])[C:10]([S:13][CH2:14][C:15]([NH:17][C:18]2[CH:26]=[CH:25][C:21]([C:22]([OH:24])=[O:23])=[CH:20][C:19]=2[Cl:27])=[O:16])=[N:11][N:12]=1. (3) The product is: [Br:17][C:8]1[CH:9]=[C:10]([N+:14]([O-:16])=[O:15])[CH:11]=[C:12]([CH3:13])[C:7]=1[CH:20]=[CH2:21]. Given the reactants FC(F)(F)S(O[C:7]1[C:12]([CH3:13])=[CH:11][C:10]([N+:14]([O-:16])=[O:15])=[CH:9][C:8]=1[Br:17])(=O)=O.[CH:20]([Sn](CCCC)(CCCC)CCCC)=[CH2:21].[Li+].[Cl-].[OH-].[Na+], predict the reaction product. (4) Given the reactants [CH3:1][N:2]1[CH:6]=[C:5]([C:7]2[N:12]=[N:11][C:10]([NH:13][NH2:14])=[CH:9][CH:8]=2)[CH:4]=[N:3]1.[OH-].[K+].[C:17](=S)=[S:18], predict the reaction product. The product is: [CH3:1][N:2]1[CH:6]=[C:5]([C:7]2[CH:8]=[CH:9][C:10]3[N:11]([C:17]([SH:18])=[N:14][N:13]=3)[N:12]=2)[CH:4]=[N:3]1.